This data is from Peptide-MHC class I binding affinity with 185,985 pairs from IEDB/IMGT. The task is: Regression. Given a peptide amino acid sequence and an MHC pseudo amino acid sequence, predict their binding affinity value. This is MHC class I binding data. (1) The binding affinity (normalized) is 0.0847. The peptide sequence is ALMEITSRY. The MHC is HLA-B27:05 with pseudo-sequence HLA-B27:05. (2) The peptide sequence is DTWHGFKNM. The MHC is HLA-B15:09 with pseudo-sequence HLA-B15:09. The binding affinity (normalized) is 0.0847. (3) The peptide sequence is EIKDRILSY. The MHC is HLA-B40:01 with pseudo-sequence HLA-B40:01. The binding affinity (normalized) is 0.0847. (4) The peptide sequence is EIYVAWVP. The MHC is Mamu-B08 with pseudo-sequence Mamu-B08. The binding affinity (normalized) is 0.